This data is from Catalyst prediction with 721,799 reactions and 888 catalyst types from USPTO. The task is: Predict which catalyst facilitates the given reaction. (1) Product: [CH2:24]([N:26]([CH2:27][CH3:28])[C:3](=[O:5])[C:2](=[O:1])[CH:6]1[CH2:11][CH2:10][C:9](=[O:12])[CH2:8][CH2:7]1)[CH3:25]. Reactant: [O:1]=[C:2]([CH:6]1[CH2:11][CH2:10][C:9](=[O:12])[CH2:8][CH2:7]1)[C:3]([OH:5])=O.C(N=C=NCCCN(C)C)C.[CH2:24]([NH:26][CH2:27][CH3:28])[CH3:25]. The catalyst class is: 456. (2) Reactant: Cl.Cl[CH2:3][CH2:4][N:5]([CH3:7])[CH3:6].C(=O)([O-])[O-].[Cs+].[Cs+].[OH:14][C:15]1[CH:20]=[CH:19][C:18]([C:21]2[C:29]3[C:24](=[CH:25][C:26]([N:30]4[CH2:35][CH2:34][N:33]([C:36]([O:38][C:39]([CH3:42])([CH3:41])[CH3:40])=[O:37])[CH2:32][CH2:31]4)=[CH:27][CH:28]=3)[N:23]([C:43]3[CH:48]=[CH:47][N:46]=[CH:45][CH:44]=3)[CH:22]=2)=[CH:17][CH:16]=1.O. Product: [CH3:6][N:5]([CH3:7])[CH2:4][CH2:3][O:14][C:15]1[CH:16]=[CH:17][C:18]([C:21]2[C:29]3[C:24](=[CH:25][C:26]([N:30]4[CH2:31][CH2:32][N:33]([C:36]([O:38][C:39]([CH3:42])([CH3:41])[CH3:40])=[O:37])[CH2:34][CH2:35]4)=[CH:27][CH:28]=3)[N:23]([C:43]3[CH:44]=[CH:45][N:46]=[CH:47][CH:48]=3)[CH:22]=2)=[CH:19][CH:20]=1. The catalyst class is: 3.